This data is from Forward reaction prediction with 1.9M reactions from USPTO patents (1976-2016). The task is: Predict the product of the given reaction. (1) Given the reactants [Br:1][C:2]1[C:3](=[O:17])[NH:4][C:5](=[O:16])[N:6](CCC2C=CC=CC=2)[N:7]=1.Br[CH2:19][C:20]1[CH:25]=[CH:24][C:23]([C:26]2[CH:31]=[CH:30][CH:29]=[CH:28][CH:27]=2)=[CH:22][CH:21]=1.C(I)CC1C=CC=CC=1, predict the reaction product. The product is: [C:23]1([C:26]2[CH:31]=[CH:30][CH:29]=[CH:28][CH:27]=2)[CH:24]=[CH:25][C:20]([CH2:19][N:6]2[C:5](=[O:16])[NH:4][C:3](=[O:17])[C:2]([Br:1])=[N:7]2)=[CH:21][CH:22]=1. (2) Given the reactants [OH-].[Na+].CO.C([O:7][C:8]([C:10]1[C:14]([C:15]2[CH:20]=[CH:19][CH:18]=[C:17]([O:21][CH3:22])[CH:16]=2)=[CH:13][S:12][C:11]=1[N:23]1[C:31](=[O:32])[C:30]2[C:25](=[CH:26][CH:27]=[CH:28][CH:29]=2)[C:24]1=[O:33])=[O:9])C.Cl, predict the reaction product. The product is: [O:32]=[C:31]1[C:30]2[C:25](=[CH:26][CH:27]=[CH:28][CH:29]=2)[C:24](=[O:33])[N:23]1[C:11]1[S:12][CH:13]=[C:14]([C:15]2[CH:20]=[CH:19][CH:18]=[C:17]([O:21][CH3:22])[CH:16]=2)[C:10]=1[C:8]([OH:9])=[O:7]. (3) Given the reactants [CH2:1]([N:5]1[C:9](=[O:10])[C:8]([NH:11][C:12]2[CH:13]=[CH:14][C:15]3[O:19][C:18]([C:20]([OH:22])=O)=[CH:17][C:16]=3[CH:23]=2)=[C:7]([C:24]2[CH:29]=[CH:28][CH:27]=[CH:26][CH:25]=2)[S:6]1(=[O:31])=[O:30])[CH2:2][CH2:3][CH3:4].[CH3:32][NH:33][CH3:34].C(Cl)CCl.C1C=CC2N(O)N=NC=2C=1, predict the reaction product. The product is: [CH2:1]([N:5]1[C:9](=[O:10])[C:8]([NH:11][C:12]2[CH:13]=[CH:14][C:15]3[O:19][C:18]([C:20]([N:33]([CH3:34])[CH3:32])=[O:22])=[CH:17][C:16]=3[CH:23]=2)=[C:7]([C:24]2[CH:25]=[CH:26][CH:27]=[CH:28][CH:29]=2)[S:6]1(=[O:31])=[O:30])[CH2:2][CH2:3][CH3:4]. (4) Given the reactants [Cl:1][C:2]1[CH:3]=[C:4]([N:9]2[CH2:15][C@@H:14]3[C@@H:11]([CH2:12][N:13]3C(OC(C)(C)C)=O)[CH2:10]2)[CH:5]=[N:6][C:7]=1[Cl:8].O.[C:24]1([CH3:34])[CH:29]=[CH:28][C:27]([S:30]([OH:33])(=[O:32])=[O:31])=[CH:26][CH:25]=1, predict the reaction product. The product is: [C:24]1([CH3:34])[CH:25]=[CH:26][C:27]([S:30]([OH:33])(=[O:31])=[O:32])=[CH:28][CH:29]=1.[Cl:1][C:2]1[CH:3]=[C:4]([N:9]2[CH2:15][C@@H:14]3[C@@H:11]([CH2:12][NH:13]3)[CH2:10]2)[CH:5]=[N:6][C:7]=1[Cl:8]. (5) Given the reactants [NH2:1][C:2]1[C:3]([Br:12])=[C:4]([CH:9]=[CH:10][CH:11]=1)[C:5]([O:7][CH3:8])=[O:6].[O:13]=[C:14]1[CH2:19][C:18](=O)[CH2:17][N:16]([C:21]([O:23][CH2:24][C:25]2[CH:30]=[CH:29][CH:28]=[CH:27][CH:26]=2)=[O:22])[CH2:15]1, predict the reaction product. The product is: [Br:12][C:3]1[C:4]([C:5]([O:7][CH3:8])=[O:6])=[CH:9][CH:10]=[CH:11][C:2]=1[NH:1][C:18]1[CH2:17][N:16]([C:21]([O:23][CH2:24][C:25]2[CH:30]=[CH:29][CH:28]=[CH:27][CH:26]=2)=[O:22])[CH2:15][C:14](=[O:13])[CH:19]=1. (6) Given the reactants F[C:2](F)(F)C(O)=O.[NH2:8][CH2:9][C:10]1[CH:11]=[C:12]([C:16]2[CH:21]=[C:20]([CH3:22])[CH:19]=[C:18]([O:23][C:24]3[N:29]=[C:28]([C:30]4[CH:38]=[CH:37][C:36](C)=[CH:35][C:31]=4[C:32]([OH:34])=[O:33])[CH:27]=[CH:26][CH:25]=3)[CH:17]=2)[CH:13]=[CH:14][CH:15]=1.[ClH:40], predict the reaction product. The product is: [ClH:40].[ClH:40].[NH2:8][CH2:9][C:10]1[CH:11]=[C:12]([C:16]2[CH:21]=[C:20]([CH3:22])[CH:19]=[C:18]([O:23][C:24]3[N:29]=[C:28]([C:30]4[CH:38]=[C:37]([CH3:2])[CH:36]=[CH:35][C:31]=4[C:32]([OH:34])=[O:33])[CH:27]=[CH:26][CH:25]=3)[CH:17]=2)[CH:13]=[CH:14][CH:15]=1.